This data is from NCI-60 drug combinations with 297,098 pairs across 59 cell lines. The task is: Regression. Given two drug SMILES strings and cell line genomic features, predict the synergy score measuring deviation from expected non-interaction effect. (1) Drug 1: CC1OCC2C(O1)C(C(C(O2)OC3C4COC(=O)C4C(C5=CC6=C(C=C35)OCO6)C7=CC(=C(C(=C7)OC)O)OC)O)O. Drug 2: COC1=CC(=CC(=C1O)OC)C2C3C(COC3=O)C(C4=CC5=C(C=C24)OCO5)OC6C(C(C7C(O6)COC(O7)C8=CC=CS8)O)O. Cell line: SNB-19. Synergy scores: CSS=59.0, Synergy_ZIP=6.74, Synergy_Bliss=6.28, Synergy_Loewe=1.07, Synergy_HSA=11.3. (2) Drug 1: CNC(=O)C1=CC=CC=C1SC2=CC3=C(C=C2)C(=NN3)C=CC4=CC=CC=N4. Drug 2: C1=CC(=C2C(=C1NCCNCCO)C(=O)C3=C(C=CC(=C3C2=O)O)O)NCCNCCO. Cell line: MALME-3M. Synergy scores: CSS=29.1, Synergy_ZIP=5.77, Synergy_Bliss=7.35, Synergy_Loewe=-2.86, Synergy_HSA=6.34. (3) Drug 1: CCCS(=O)(=O)NC1=C(C(=C(C=C1)F)C(=O)C2=CNC3=C2C=C(C=N3)C4=CC=C(C=C4)Cl)F. Drug 2: C1CC(=O)NC(=O)C1N2CC3=C(C2=O)C=CC=C3N. Cell line: SN12C. Synergy scores: CSS=0.00700, Synergy_ZIP=-2.09, Synergy_Bliss=-1.56, Synergy_Loewe=-3.50, Synergy_HSA=-3.49. (4) Drug 1: CC1CCC2CC(C(=CC=CC=CC(CC(C(=O)C(C(C(=CC(C(=O)CC(OC(=O)C3CCCCN3C(=O)C(=O)C1(O2)O)C(C)CC4CCC(C(C4)OC)O)C)C)O)OC)C)C)C)OC. Drug 2: C1=NC(=NC(=O)N1C2C(C(C(O2)CO)O)O)N. Cell line: SF-539. Synergy scores: CSS=34.8, Synergy_ZIP=-0.715, Synergy_Bliss=5.93, Synergy_Loewe=4.36, Synergy_HSA=4.32. (5) Drug 1: CCC1=CC2CC(C3=C(CN(C2)C1)C4=CC=CC=C4N3)(C5=C(C=C6C(=C5)C78CCN9C7C(C=CC9)(C(C(C8N6C)(C(=O)OC)O)OC(=O)C)CC)OC)C(=O)OC.C(C(C(=O)O)O)(C(=O)O)O. Drug 2: C1=NC(=NC(=O)N1C2C(C(C(O2)CO)O)O)N. Cell line: HCT116. Synergy scores: CSS=32.5, Synergy_ZIP=-5.97, Synergy_Bliss=-1.27, Synergy_Loewe=-13.8, Synergy_HSA=1.27. (6) Cell line: 786-0. Synergy scores: CSS=-1.09, Synergy_ZIP=-0.285, Synergy_Bliss=-0.951, Synergy_Loewe=-2.24, Synergy_HSA=-2.17. Drug 2: C1C(C(OC1N2C=NC(=NC2=O)N)CO)O. Drug 1: CC1=C(C(=CC=C1)Cl)NC(=O)C2=CN=C(S2)NC3=CC(=NC(=N3)C)N4CCN(CC4)CCO. (7) Drug 1: CC1OCC2C(O1)C(C(C(O2)OC3C4COC(=O)C4C(C5=CC6=C(C=C35)OCO6)C7=CC(=C(C(=C7)OC)O)OC)O)O. Drug 2: B(C(CC(C)C)NC(=O)C(CC1=CC=CC=C1)NC(=O)C2=NC=CN=C2)(O)O. Cell line: SK-OV-3. Synergy scores: CSS=8.65, Synergy_ZIP=-4.47, Synergy_Bliss=-3.63, Synergy_Loewe=-2.99, Synergy_HSA=-2.27.